The task is: Predict the reaction yield, written as a fraction of the theoretical maximum amount of product (1.0 means a 100% yield; for example, 0.34 means a 34% yield).. This data is from Reaction yield outcomes from USPTO patents with 853,638 reactions. (1) The catalyst is ClCCl. The yield is 0.760. The product is [C:1]1([CH:7]([C:19]2[CH:24]=[CH:23][CH:22]=[CH:21][CH:20]=2)[N:8]2[CH2:11][C:10]([OH:14])([C:12]([NH2:13])=[O:26])[CH2:9]2)[CH:6]=[CH:5][CH:4]=[CH:3][CH:2]=1. The reactants are [C:1]1([CH:7]([C:19]2[CH:24]=[CH:23][CH:22]=[CH:21][CH:20]=2)[N:8]2[CH2:11][C:10]([O:14][Si](C)(C)C)([C:12]#[N:13])[CH2:9]2)[CH:6]=[CH:5][CH:4]=[CH:3][CH:2]=1.S(=O)(=O)(O)[OH:26].[OH-].[NH4+]. (2) The reactants are [CH3:1][O:2][C:3]1[CH:4]=[C:5]2[C:10](=[C:11]([O:13]C)[CH:12]=1)[C:9](=[O:15])[N:8]([C:16]1[CH:21]=[CH:20][C:19]([O:22][CH3:23])=[CH:18][CH:17]=1)[CH:7]=[CH:6]2.[Li+].[Cl-]. No catalyst specified. The product is [OH:13][C:11]1[CH:12]=[C:3]([O:2][CH3:1])[CH:4]=[C:5]2[C:10]=1[C:9](=[O:15])[N:8]([C:16]1[CH:17]=[CH:18][C:19]([O:22][CH3:23])=[CH:20][CH:21]=1)[CH:7]=[CH:6]2. The yield is 0.837.